This data is from Full USPTO retrosynthesis dataset with 1.9M reactions from patents (1976-2016). The task is: Predict the reactants needed to synthesize the given product. The reactants are: O.[Cl:2][C:3]1[C:8]([F:9])=[CH:7][C:6]([N+:10]([O-])=O)=[CH:5][C:4]=1[C@:13]1([CH3:24])[CH2:18][C@@H:17]([C:19]([F:22])([F:21])[F:20])[O:16][C:15]([NH2:23])=[N:14]1.FC(F)(F)C(O)=O. Given the product [NH2:10][C:6]1[CH:7]=[C:8]([F:9])[C:3]([Cl:2])=[C:4]([C@:13]2([CH3:24])[CH2:18][C@@H:17]([C:19]([F:22])([F:21])[F:20])[O:16][C:15]([NH2:23])=[N:14]2)[CH:5]=1, predict the reactants needed to synthesize it.